Dataset: Reaction yield outcomes from USPTO patents with 853,638 reactions. Task: Predict the reaction yield, written as a fraction of the theoretical maximum amount of product (1.0 means a 100% yield; for example, 0.34 means a 34% yield). (1) The reactants are [CH3:1]C(C)([O-])C.[K+].[Br:7][C:8]1[CH:20]=[C:19]([Cl:21])[CH:18]=[CH:17][C:9]=1[O:10][CH:11]1[CH2:15][CH2:14][CH2:13][C:12]1=O. The catalyst is [Br-].C[P+](C1C=CC=CC=1)(C1C=CC=CC=1)C1C=CC=CC=1.O1CCCC1. The product is [Br:7][C:8]1[CH:20]=[C:19]([Cl:21])[CH:18]=[CH:17][C:9]=1[O:10][CH:11]1[CH2:15][CH2:14][CH2:13][C:12]1=[CH2:1]. The yield is 0.582. (2) The yield is 0.850. The product is [Br:1][C:2]1[C:8]([F:9])=[CH:7][C:5]([S:12][CH3:11])=[C:4]([CH3:10])[CH:3]=1. No catalyst specified. The reactants are [Br:1][C:2]1[C:8]([F:9])=[CH:7][C:5](N)=[C:4]([CH3:10])[CH:3]=1.[CH3:11][S:12]SC.N(OCCC(C)C)=O. (3) The reactants are [Br:1][C:2]1[CH:3]=[C:4]2[C:9](=[C:10]([N+:13]([O-:15])=[O:14])[C:11]=1[CH3:12])[N:8]=[CH:7][N:6]=[C:5]2Cl.[NH2:17][C:18]1[CH:25]=[CH:24][C:21]([C:22]#[N:23])=[CH:20][CH:19]=1.CC(O)C. The yield is 0.720. The product is [Br:1][C:2]1[CH:3]=[C:4]2[C:9](=[C:10]([N+:13]([O-:15])=[O:14])[C:11]=1[CH3:12])[N:8]=[CH:7][N:6]=[C:5]2[NH:17][C:18]1[CH:25]=[CH:24][C:21]([C:22]#[N:23])=[CH:20][CH:19]=1. The catalyst is C1(C)C=CC=CC=1. (4) The reactants are C[O:2][P:3]([C:7]1[CH:8]=[C:9]([C:13]2[CH:18]=[CH:17][C:16]([C@@H:19]3[C@@H:22]([CH2:23][CH2:24][C@H:25]([O:33][Si](C(C)(C)C)(C)C)[C:26]4[CH:31]=[CH:30][C:29]([F:32])=[CH:28][CH:27]=4)[C:21](=[O:41])[N:20]3[C:42]3[CH:47]=[CH:46][CH:45]=[CH:44][CH:43]=3)=[C:15]([OH:48])[CH:14]=2)[CH:10]=[CH:11][CH:12]=1)(=[O:6])[O:4]C.Br[Si](C)(C)C.CO. The catalyst is ClCCl. The product is [F:32][C:29]1[CH:30]=[CH:31][C:26]([C@@H:25]([OH:33])[CH2:24][CH2:23][C@H:22]2[C:21](=[O:41])[N:20]([C:42]3[CH:43]=[CH:44][CH:45]=[CH:46][CH:47]=3)[C@@H:19]2[C:16]2[CH:17]=[CH:18][C:13]([C:9]3[CH:10]=[CH:11][CH:12]=[C:7]([P:3](=[O:2])([OH:4])[OH:6])[CH:8]=3)=[CH:14][C:15]=2[OH:48])=[CH:27][CH:28]=1. The yield is 0.440. (5) The reactants are [CH:1]1([NH:7][C:8]([C:10]2[C:18]3[C:13](=[N:14][CH:15]=[C:16]([CH:19]4[CH2:21][CH2:20]4)[N:17]=3)[N:12](COCC[Si](C)(C)C)[CH:11]=2)=[O:9])[CH2:6][CH2:5][CH2:4][CH2:3][CH2:2]1.FC(F)(F)C(O)=O. The catalyst is C(Cl)Cl. The product is [CH:1]1([NH:7][C:8]([C:10]2[C:18]3[C:13](=[N:14][CH:15]=[C:16]([CH:19]4[CH2:21][CH2:20]4)[N:17]=3)[NH:12][CH:11]=2)=[O:9])[CH2:2][CH2:3][CH2:4][CH2:5][CH2:6]1. The yield is 0.850. (6) The reactants are Cl[CH2:2][CH2:3][O:4][C:5]1[CH:10]=[CH:9][C:8]([C:11]2[C:12]([CH3:30])=[N:13][CH:14]=[C:15]([C:18]=2[NH:19][C:20]2[C:21]([CH3:29])=[C:22]3[C:26](=[CH:27][CH:28]=2)[NH:25][CH:24]=[CH:23]3)[C:16]#[N:17])=[CH:7][CH:6]=1.[CH3:31][N:32]1[CH2:37][CH2:36][NH:35][CH2:34][CH2:33]1.[I].[Na]. The catalyst is COCCOC.C(=O)(O)[O-].[Na+]. The product is [CH3:30][C:12]1[C:11]([C:8]2[CH:9]=[CH:10][C:5]([O:4][CH2:3][CH2:2][N:35]3[CH2:36][CH2:37][N:32]([CH3:31])[CH2:33][CH2:34]3)=[CH:6][CH:7]=2)=[C:18]([NH:19][C:20]2[C:21]([CH3:29])=[C:22]3[C:26](=[CH:27][CH:28]=2)[NH:25][CH:24]=[CH:23]3)[C:15]([C:16]#[N:17])=[CH:14][N:13]=1. The yield is 0.640. (7) The reactants are Br[C:2]1[CH:7]=[CH:6][C:5]([S:8]([N:11]([CH3:13])[CH3:12])(=[O:10])=[O:9])=[CH:4][CH:3]=1.[C:14]([C:16]1[N:20]([CH3:21])[C:19](B(O)O)=[CH:18][CH:17]=1)#[N:15].[F-].[K+].C(P(C(C)(C)C)C(C)(C)C)(C)(C)C. The catalyst is C1C=CC(/C=C/C(/C=C/C2C=CC=CC=2)=O)=CC=1.C1C=CC(/C=C/C(/C=C/C2C=CC=CC=2)=O)=CC=1.C1C=CC(/C=C/C(/C=C/C2C=CC=CC=2)=O)=CC=1.[Pd].[Pd]. The product is [C:14]([C:16]1[N:20]([CH3:21])[C:19]([C:2]2[CH:7]=[CH:6][C:5]([S:8]([N:11]([CH3:13])[CH3:12])(=[O:10])=[O:9])=[CH:4][CH:3]=2)=[CH:18][CH:17]=1)#[N:15]. The yield is 0.260.